Dataset: Full USPTO retrosynthesis dataset with 1.9M reactions from patents (1976-2016). Task: Predict the reactants needed to synthesize the given product. (1) The reactants are: [CH2:1]([S:3]([NH:6][CH2:7][C:8]1[CH:13]=[CH:12][C:11]([CH:14]([CH3:18])[C:15]([OH:17])=O)=[CH:10][C:9]=1[F:19])(=[O:5])=[O:4])[CH3:2].[Cl:20][C:21]1[CH:22]=[C:23]([N:27]2[C:31]([CH2:32][NH2:33])=[CH:30][C:29]([C:34]([F:37])([F:36])[F:35])=[N:28]2)[CH:24]=[CH:25][CH:26]=1.C1C=CC2N(O)N=NC=2C=1.C(Cl)CCl. Given the product [Cl:20][C:21]1[CH:22]=[C:23]([N:27]2[C:31]([CH2:32][NH:33][C:15](=[O:17])[CH:14]([C:11]3[CH:12]=[CH:13][C:8]([CH2:7][NH:6][S:3]([CH2:1][CH3:2])(=[O:4])=[O:5])=[C:9]([F:19])[CH:10]=3)[CH3:18])=[CH:30][C:29]([C:34]([F:35])([F:36])[F:37])=[N:28]2)[CH:24]=[CH:25][CH:26]=1, predict the reactants needed to synthesize it. (2) Given the product [NH2:12][CH:8]([OH:11])[CH2:9][CH3:10].[CH:13]1[CH:18]=[CH:17][C:16]([C:19]2[CH:20]=[CH:21][C:22]([C:25]([CH2:27][CH2:28][C:29]([OH:31])=[O:30])=[O:26])=[CH:23][CH:24]=2)=[CH:15][CH:14]=1.[ClH:38], predict the reactants needed to synthesize it. The reactants are: C([C:8]([NH2:12])([OH:11])[CH2:9][CH3:10])(OC(C)(C)C)=O.[CH:13]1[CH:14]=[CH:15][C:16]([C:19]2[CH:20]=[CH:21][C:22]([C:25]([CH2:27][CH2:28][C:29]([OH:31])=[O:30])=[O:26])=[CH:23][CH:24]=2)=[CH:17][CH:18]=1.C(OC(=O)C)C.[ClH:38].C(OCC)C.